From a dataset of Reaction yield outcomes from USPTO patents with 853,638 reactions. Predict the reaction yield, written as a fraction of the theoretical maximum amount of product (1.0 means a 100% yield; for example, 0.34 means a 34% yield). (1) The reactants are [N:1]1[C:10]2[C:5](=[CH:6][CH:7]=[CH:8][CH:9]=2)[CH:4]=[CH:3][C:2]=1[C:11]1[CH2:15][C:14](=O)[O:13][N:12]=1.C([O-])([O-])=O.[Na+].[Na+].O=P(Cl)(Cl)[Cl:25]. No catalyst specified. The product is [Cl:25][C:14]1[O:13][N:12]=[C:11]([C:2]2[CH:3]=[CH:4][C:5]3[C:10](=[CH:9][CH:8]=[CH:7][CH:6]=3)[N:1]=2)[CH:15]=1. The yield is 0.100. (2) The reactants are [CH3:1][C:2]1[NH:3][C:4]2[C:9]([C:10]=1[CH3:11])=[CH:8][C:7]([OH:12])=[CH:6][CH:5]=2.C(=O)([O-])[O-].[K+].[K+].[CH2:19]([O:26][C:27]1[CH:36]=[C:35]2[C:30]([C:31](Cl)=[N:32][CH:33]=[N:34]2)=[CH:29][C:28]=1[O:38][CH3:39])[C:20]1[CH:25]=[CH:24][CH:23]=[CH:22][CH:21]=1. The catalyst is CN(C=O)C. The product is [CH2:19]([O:26][C:27]1[CH:36]=[C:35]2[C:30]([C:31]([O:12][C:7]3[CH:8]=[C:9]4[C:4](=[CH:5][CH:6]=3)[NH:3][C:2]([CH3:1])=[C:10]4[CH3:11])=[N:32][CH:33]=[N:34]2)=[CH:29][C:28]=1[O:38][CH3:39])[C:20]1[CH:21]=[CH:22][CH:23]=[CH:24][CH:25]=1. The yield is 0.950. (3) The reactants are [C:1]([O:4][C@@H:5]1[C@@H:10]([O:11][C:12](=[O:14])[CH3:13])[C@H:9]([O:15][C:16](=[O:18])[CH3:17])[C@@H:8](O/C(/C(OCC)=O)=C\C2C=CC=CC=2F)[O:7][C@H:6]1[CH2:34][O:35][C:36](=[O:38])[CH3:37])(=[O:3])[CH3:2].[F:39][C:40]1[CH:41]=[C:42]([CH2:46][C:47](=[O:53])[C:48]([O:50][CH2:51][CH3:52])=[O:49])[CH:43]=[CH:44][CH:45]=1.[H-].[Na+].[Br-].C(O[C@@H]1[C@@H](OC(=O)C)[C@H](OC(=O)C)[C@@H](COC(=O)C)O[C@@H]1O)(=O)C. No catalyst specified. The product is [C:1]([O:4][C@@H:5]1[C@@H:10]([O:11][C:12](=[O:14])[CH3:13])[C@H:9]([O:15][C:16](=[O:18])[CH3:17])[C@@H:8]([O:53]/[C:47](/[C:48]([O:50][CH2:51][CH3:52])=[O:49])=[CH:46]\[C:42]2[CH:43]=[CH:44][CH:45]=[C:40]([F:39])[CH:41]=2)[O:7][C@H:6]1[CH2:34][O:35][C:36](=[O:38])[CH3:37])(=[O:3])[CH3:2]. The yield is 0.190. (4) The reactants are [Br:1][C:2]1[CH:10]=[CH:9][C:8]([C:11](O)=[O:12])=[C:7]2[C:3]=1[C:4]([CH3:15])=[C:5]([CH3:14])[NH:6]2.C(Cl)CCl.C1C=CC2N(O)N=[N:26]C=2C=1.[OH-].[NH4+]. The catalyst is C1COCC1.C(Cl)Cl. The product is [Br:1][C:2]1[CH:10]=[CH:9][C:8]([C:11]([NH2:26])=[O:12])=[C:7]2[C:3]=1[C:4]([CH3:15])=[C:5]([CH3:14])[NH:6]2. The yield is 0.720. (5) The reactants are [OH:1][C:2]1[C:3]([N+:8]([O-:10])=[O:9])=[N:4][CH:5]=[CH:6][CH:7]=1.C[O-].[Na+].[Br:14]Br. The yield is 0.960. The catalyst is CO. The product is [Br:14][C:5]1[CH:6]=[CH:7][C:2]([OH:1])=[C:3]([N+:8]([O-:10])=[O:9])[N:4]=1. (6) The reactants are Br[C:2]1[CH:7]=[CH:6][C:5]([N+:8]([O-:10])=[O:9])=[CH:4][C:3]=1[N:11]([CH2:15][C:16]([CH3:18])=[CH2:17])[C:12](=[O:14])[CH3:13].C([O-])=O.[Na+].C([O-])(=O)C.[Na+]. The catalyst is O.[Cl-].C([N+](CC)(CC)CC)C.CN(C=O)C.C([O-])(=O)C.[Pd+2].C([O-])(=O)C. The product is [CH3:17][C:16]1([CH3:18])[C:2]2[C:3](=[CH:4][C:5]([N+:8]([O-:10])=[O:9])=[CH:6][CH:7]=2)[N:11]([C:12](=[O:14])[CH3:13])[CH2:15]1. The yield is 0.880. (7) The reactants are [NH2:1][C:2]1[O:6][N:5]=[C:4]([C:7]([CH3:11])([CH3:10])[C:8]#[N:9])[CH:3]=1.C(C1C=C(N[C:21](=[O:29])[O:22][C:23]2[CH:28]=[CH:27][CH:26]=[CH:25][CH:24]=2)ON=1)(C)C. No catalyst specified. The product is [C:8]([C:7]([C:4]1[CH:3]=[C:2]([NH:1][C:21](=[O:29])[O:22][C:23]2[CH:28]=[CH:27][CH:26]=[CH:25][CH:24]=2)[O:6][N:5]=1)([CH3:11])[CH3:10])#[N:9]. The yield is 0.400. (8) The reactants are [N:1]1[CH:6]=[CH:5][CH:4]=[C:3]([S:7](Cl)(=[O:9])=[O:8])[CH:2]=1.[O:11]1[C:15]2[CH:16]=[CH:17][CH:18]=[CH:19][C:14]=2[CH:13]=[C:12]1[CH2:20][NH2:21].Cl.C1(C2N=NC(CN)=CC=2)C=CC=CC=1. No catalyst specified. The product is [O:11]1[C:15]2[CH:16]=[CH:17][CH:18]=[CH:19][C:14]=2[CH:13]=[C:12]1[CH2:20][NH:21][S:7]([C:3]1[CH:2]=[N:1][CH:6]=[CH:5][CH:4]=1)(=[O:9])=[O:8]. The yield is 0.960. (9) The reactants are Br[CH:2]([S:11][C:12]1[CH:17]=[CH:16][CH:15]=[CH:14][CH:13]=1)[C:3]([C:5]1[CH:10]=[CH:9][CH:8]=[CH:7][CH:6]=1)=O.[O:18]=[C:19]1[C:27]2[C:22](=[CH:23][CH:24]=[CH:25][CH:26]=2)[C:21](=[O:28])[N:20]1[CH2:29][C:30](=[S:32])[NH2:31].C(=O)([O-])O.[Na+]. The catalyst is CN(C)C=O. The product is [C:5]1([C:3]2[N:31]=[C:30]([CH2:29][N:20]3[C:19](=[O:18])[C:27]4[C:22](=[CH:23][CH:24]=[CH:25][CH:26]=4)[C:21]3=[O:28])[S:32][C:2]=2[S:11][C:12]2[CH:17]=[CH:16][CH:15]=[CH:14][CH:13]=2)[CH:10]=[CH:9][CH:8]=[CH:7][CH:6]=1. The yield is 0.710. (10) The reactants are [Br:1][C:2]1[CH:13]=[C:12]([CH3:14])[C:5]([O:6][CH2:7][C:8](OC)=[O:9])=[C:4]([CH3:15])[CH:3]=1.O.[NH2:17][NH2:18]. The catalyst is C(O)C. The product is [Br:1][C:2]1[CH:13]=[C:12]([CH3:14])[C:5]([O:6][CH2:7][C:8]([NH:17][NH2:18])=[O:9])=[C:4]([CH3:15])[CH:3]=1. The yield is 0.510.